Task: Predict the reaction yield, written as a fraction of the theoretical maximum amount of product (1.0 means a 100% yield; for example, 0.34 means a 34% yield).. Dataset: Reaction yield outcomes from USPTO patents with 853,638 reactions (1) The reactants are [OH:1][C@@H:2]1[CH2:24][C@@H:6]2[C:7](=[O:23])[O:8][C:9]3[C@@H:10]4[CH2:17][CH2:16][C@H:15]([C@H:18]([CH3:21])[CH2:19][OH:20])[C@@:11]4([CH3:22])[CH2:12][CH2:13][C:14]=3[C@@:5]2([CH3:25])[CH2:4][CH2:3]1. The catalyst is C(Br)C=C.[Ag]=O. The product is [CH3:7][O:8][CH2:9][O:1][C@@H:2]1[CH2:24][C@@H:6]2[C:7](=[O:23])[O:8][C:9]3[C@@H:10]4[CH2:17][CH2:16][C@H:15]([C@H:18]([CH3:21])[CH2:19][O:20][CH2:6][C:5]([CH3:14])=[CH2:4])[C@@:11]4([CH3:22])[CH2:12][CH2:13][C:14]=3[C@@:5]2([CH3:25])[CH2:4][CH2:3]1. The yield is 0.480. (2) The reactants are [Cl:1][C:2]1[CH:7]=[CH:6][C:5]([NH:8][C:9]2[C:10]([C:19]([NH:21][NH2:22])=[O:20])=[CH:11][C:12]3[NH:16][CH:15]=[N:14][C:13]=3[C:17]=2[F:18])=[C:4]([CH3:23])[CH:3]=1.[C:24](Cl)(Cl)=[O:25]. The catalyst is C1(C)C=CC=CC=1. The product is [Cl:1][C:2]1[CH:7]=[CH:6][C:5]([NH:8][C:9]2[C:10]([C:19]3[O:20][C:24]([OH:25])=[N:22][N:21]=3)=[CH:11][C:12]3[NH:16][CH:15]=[N:14][C:13]=3[C:17]=2[F:18])=[C:4]([CH3:23])[CH:3]=1. The yield is 0.990. (3) The reactants are Cl[C:2]1[CH:3]=[CH:4][C:5]([N+:9]([O-:11])=[O:10])=[C:6]([CH:8]=1)[NH2:7].[NH:12]1[CH2:17][CH2:16][CH2:15][CH2:14][NH:13]1.C(=O)([O-])[O-].[K+].[K+].O. The catalyst is CN(C)C(=O)C. The product is [N+:9]([C:5]1[CH:4]=[CH:3][C:2]([N:12]2[CH2:17][CH2:16][CH2:15][CH2:14][NH:13]2)=[CH:8][C:6]=1[NH2:7])([O-:11])=[O:10]. The yield is 0.625.